From a dataset of Forward reaction prediction with 1.9M reactions from USPTO patents (1976-2016). Predict the product of the given reaction. (1) Given the reactants [Na+].[I-:2].ClN1C(=O)CCC1=O.[CH2:11]([O:13][C:14]([C:16]1[NH:17][C:18]2[C:23]([CH:24]=1)=[CH:22][C:21]([Br:25])=[CH:20][CH:19]=2)=[O:15])[CH3:12].[O-]S([O-])(=S)=O.[Na+].[Na+], predict the reaction product. The product is: [CH2:11]([O:13][C:14]([C:16]1[NH:17][C:18]2[C:23]([C:24]=1[I:2])=[CH:22][C:21]([Br:25])=[CH:20][CH:19]=2)=[O:15])[CH3:12]. (2) Given the reactants [CH3:1][S:2]([O:5][CH2:6][CH2:7][N:8]([CH2:29][CH2:30][O:31][S:32]([CH3:35])(=[O:34])=[O:33])[C:9]1[C:10]([S:25]([CH3:28])(=[O:27])=[O:26])=[CH:11][C:12]([N+:22]([O-:24])=[O:23])=[C:13]([CH:21]=1)[C:14]([O:16]C(C)(C)C)=[O:15])(=[O:4])=[O:3].C(O)(C(F)(F)F)=O, predict the reaction product. The product is: [CH3:35][S:32]([O:31][CH2:30][CH2:29][N:8]([CH2:7][CH2:6][O:5][S:2]([CH3:1])(=[O:4])=[O:3])[C:9]1[C:10]([S:25]([CH3:28])(=[O:26])=[O:27])=[CH:11][C:12]([N+:22]([O-:24])=[O:23])=[C:13]([CH:21]=1)[C:14]([OH:16])=[O:15])(=[O:34])=[O:33]. (3) Given the reactants [N:1]1[C:10]2[C:5](=[CH:6][CH:7]=[CH:8][CH:9]=2)[CH:4]=[C:3]([CH:11]=O)[CH:2]=1.[NH2:13][C:14]1[CH:29]=[CH:28][CH:27]=[CH:26][C:15]=1[C:16]([NH:18][C:19]1[CH:24]=[CH:23][C:22]([Cl:25])=[CH:21][CH:20]=1)=[O:17], predict the reaction product. The product is: [Cl:25][C:22]1[CH:23]=[CH:24][C:19]([N:18]2[C:16](=[O:17])[C:15]3[C:14](=[CH:29][CH:28]=[CH:27][CH:26]=3)[N:13]=[C:11]2[C:3]2[CH:2]=[N:1][C:10]3[C:5]([CH:4]=2)=[CH:6][CH:7]=[CH:8][CH:9]=3)=[CH:20][CH:21]=1. (4) Given the reactants C([O:3][C:4](=[O:28])[CH2:5][C:6]1[CH:11]=[C:10]([Cl:12])[CH:9]=[C:8]([O:13][C:14]2[CH:19]=[CH:18][C:17]([Br:20])=[CH:16][C:15]=2[CH2:21][N:22]2[CH2:26][CH2:25][O:24][C:23]2=[O:27])[CH:7]=1)C.[OH-].[Li+], predict the reaction product. The product is: [Br:20][C:17]1[CH:18]=[CH:19][C:14]([O:13][C:8]2[CH:7]=[C:6]([CH2:5][C:4]([OH:28])=[O:3])[CH:11]=[C:10]([Cl:12])[CH:9]=2)=[C:15]([CH2:21][N:22]2[CH2:26][CH2:25][O:24][C:23]2=[O:27])[CH:16]=1. (5) Given the reactants CCN(C(C)C)C(C)C.[OH:10][C:11]1[CH:12]=[CH:13][CH:14]=[C:15]2[C:20]=1[O:19][C:18](=[O:21])[C:17]([C:22]([OH:24])=O)=[CH:16]2.CN(C(ON1N=NC2C=CC=NC1=2)=[N+](C)C)C.F[P-](F)(F)(F)(F)F.[OH:49][C:50]1[N:55]=[CH:54][C:53]([C:56]2[CH:57]=[C:58]([NH2:62])[CH:59]=[CH:60][CH:61]=2)=[CH:52][CH:51]=1, predict the reaction product. The product is: [OH:49][C:50]1[N:55]=[CH:54][C:53]([C:56]2[CH:57]=[C:58]([NH:62][C:22]([C:17]3[C:18](=[O:21])[O:19][C:20]4[C:15]([CH:16]=3)=[CH:14][CH:13]=[CH:12][C:11]=4[OH:10])=[O:24])[CH:59]=[CH:60][CH:61]=2)=[CH:52][CH:51]=1. (6) Given the reactants O1[C:5]2([CH2:10][CH2:9][N:8]([C:11]3[CH:16]=[CH:15][C:14](/[CH:17]=[CH:18]/[C:19]([OH:21])=[O:20])=[CH:13][CH:12]=3)[CH2:7][CH2:6]2)OCC1.[NH2:22][CH2:23][C@@H:24]([C:26]1[CH:27]=[CH:28][C:29]([OH:37])=[C:30]([NH:32][S:33]([CH3:36])(=[O:35])=[O:34])[CH:31]=1)[OH:25].C(O)(=O)C, predict the reaction product. The product is: [OH:25][C@H:24]([C:26]1[CH:27]=[CH:28][C:29]([OH:37])=[C:30]([NH:32][S:33]([CH3:36])(=[O:35])=[O:34])[CH:31]=1)[CH2:23][NH:22][CH:5]1[CH2:6][CH2:7][N:8]([C:11]2[CH:12]=[CH:13][C:14]([CH2:17][CH2:18][C:19]([OH:21])=[O:20])=[CH:15][CH:16]=2)[CH2:9][CH2:10]1. (7) The product is: [C:1]([O:5][C:6](=[O:7])[NH:8][CH2:9][C:10]1[CH:11]=[CH:12][C:13]([C:14](=[O:16])[NH:26][CH2:25][CH2:24][N:19]2[CH2:23][CH2:22][CH2:21][CH2:20]2)=[CH:17][CH:18]=1)([CH3:2])([CH3:3])[CH3:4]. Given the reactants [C:1]([O:5][C:6]([NH:8][CH2:9][C:10]1[CH:18]=[CH:17][C:13]([C:14]([OH:16])=O)=[CH:12][CH:11]=1)=[O:7])([CH3:4])([CH3:3])[CH3:2].[N:19]1([CH2:24][CH2:25][NH2:26])[CH2:23][CH2:22][CH2:21][CH2:20]1.C(Cl)CCl.C1C=CC2N(O)N=NC=2C=1.C(N(CC)CC)C, predict the reaction product. (8) Given the reactants [CH3:1][O:2][C:3]1[CH:4]=[C:5]([NH:11][C:12]2[N:17]=[C:16]([N:18]3[CH:22]=[CH:21][C:20]([C:23]([F:26])([F:25])[F:24])=[N:19]3)[C:15]([C:27]3[CH:28]=[C:29]([C:33]([OH:35])=O)[CH:30]=[N:31][CH:32]=3)=[CH:14][N:13]=2)[CH:6]=[C:7]([O:9][CH3:10])[CH:8]=1.CCN(CC)CC.CN(C(ON1N=NC2C=CC=CC1=2)=[N+](C)C)C.[B-](F)(F)(F)F.C1C=CC2N(O)N=NC=2C=1.Cl.[NH2:76][CH2:77][CH2:78][S:79]([CH3:82])(=[O:81])=[O:80], predict the reaction product. The product is: [CH3:1][O:2][C:3]1[CH:4]=[C:5]([NH:11][C:12]2[N:17]=[C:16]([N:18]3[CH:22]=[CH:21][C:20]([C:23]([F:25])([F:24])[F:26])=[N:19]3)[C:15]([C:27]3[CH:28]=[C:29]([C:33]([NH:76][CH2:77][CH2:78][S:79]([CH3:82])(=[O:81])=[O:80])=[O:35])[CH:30]=[N:31][CH:32]=3)=[CH:14][N:13]=2)[CH:6]=[C:7]([O:9][CH3:10])[CH:8]=1. (9) Given the reactants [Cl:1][C:2]1[C:25]([C:26]([F:29])([F:28])[F:27])=[CH:24][CH:23]=[CH:22][C:3]=1[C:4]([NH:6][CH:7]([C:14]12[CH2:19][CH:17]([CH2:18]1)[CH2:16][N:15]2[CH2:20][CH3:21])[C:8]1[CH:13]=[CH:12][CH:11]=[CH:10][CH:9]=1)=[O:5].Cl, predict the reaction product. The product is: [ClH:1].[Cl:1][C:2]1[C:25]([C:26]([F:29])([F:27])[F:28])=[CH:24][CH:23]=[CH:22][C:3]=1[C:4]([NH:6][CH:7]([C:14]12[CH2:19][CH:17]([CH2:18]1)[CH2:16][N:15]2[CH2:20][CH3:21])[C:8]1[CH:13]=[CH:12][CH:11]=[CH:10][CH:9]=1)=[O:5]. (10) Given the reactants Br[C:2]1[CH:23]=[CH:22][C:5]([C:6]([NH:8][S:9]([C:12]2[CH:17]=[CH:16][CH:15]=[CH:14][C:13]=2[S:18](=[O:21])(=[O:20])[NH2:19])(=[O:11])=[O:10])=[O:7])=[C:4]([F:24])[CH:3]=1.[C:25]([CH:27]1[CH2:31][CH2:30][CH2:29][CH2:28]1)#[CH:26], predict the reaction product. The product is: [CH:27]1([C:25]#[C:26][C:2]2[CH:23]=[CH:22][C:5]([C:6]([NH:8][S:9]([C:12]3[CH:17]=[CH:16][CH:15]=[CH:14][C:13]=3[S:18](=[O:21])(=[O:20])[NH2:19])(=[O:11])=[O:10])=[O:7])=[C:4]([F:24])[CH:3]=2)[CH2:31][CH2:30][CH2:29][CH2:28]1.